The task is: Regression. Given two drug SMILES strings and cell line genomic features, predict the synergy score measuring deviation from expected non-interaction effect.. This data is from NCI-60 drug combinations with 297,098 pairs across 59 cell lines. (1) Drug 1: C1=CC(=CC=C1CCC2=CNC3=C2C(=O)NC(=N3)N)C(=O)NC(CCC(=O)O)C(=O)O. Drug 2: CC12CCC3C(C1CCC2O)C(CC4=C3C=CC(=C4)O)CCCCCCCCCS(=O)CCCC(C(F)(F)F)(F)F. Cell line: HCT-15. Synergy scores: CSS=42.8, Synergy_ZIP=0.858, Synergy_Bliss=1.52, Synergy_Loewe=-11.4, Synergy_HSA=2.70. (2) Drug 1: CS(=O)(=O)OCCCCOS(=O)(=O)C. Drug 2: CC(C)(C#N)C1=CC(=CC(=C1)CN2C=NC=N2)C(C)(C)C#N. Cell line: MDA-MB-435. Synergy scores: CSS=-1.93, Synergy_ZIP=2.45, Synergy_Bliss=4.08, Synergy_Loewe=-1.80, Synergy_HSA=-0.261.